From a dataset of Forward reaction prediction with 1.9M reactions from USPTO patents (1976-2016). Predict the product of the given reaction. Given the reactants [Cl:1][C:2]1[CH:11]=[C:10]([CH3:12])[C:9]([N+:13]([O-])=O)=[CH:8][C:3]=1[C:4]([O:6][CH3:7])=[O:5], predict the reaction product. The product is: [NH2:13][C:9]1[C:10]([CH3:12])=[CH:11][C:2]([Cl:1])=[C:3]([CH:8]=1)[C:4]([O:6][CH3:7])=[O:5].